From a dataset of Catalyst prediction with 721,799 reactions and 888 catalyst types from USPTO. Predict which catalyst facilitates the given reaction. (1) Reactant: [CH2:1]([C:3]([C:21]1[CH:26]=[CH:25][C:24]([OH:27])=[C:23]([CH3:28])[CH:22]=1)([C:6]1[CH:11]=[CH:10][C:9]([C:12]#[C:13][CH:14]([OH:19])[C:15]2([CH3:18])[CH2:17][CH2:16]2)=[C:8]([CH3:20])[CH:7]=1)[CH2:4][CH3:5])[CH3:2].C([O-])([O-])=O.[K+].[K+].[O:35]=[C:36]1[O:40][C@@H:39]([CH2:41]OS(C2C=CC(C)=CC=2)(=O)=O)[CH2:38][CH2:37]1.C(OCC)(=O)C. The catalyst class is: 3. Product: [CH2:1]([C:3]([C:21]1[CH:26]=[CH:25][C:24]([O:27][CH2:41][C@@H:39]2[O:40][C:36](=[O:35])[CH2:37][CH2:38]2)=[C:23]([CH3:28])[CH:22]=1)([C:6]1[CH:11]=[CH:10][C:9]([C:12]#[C:13][CH:14]([OH:19])[C:15]2([CH3:18])[CH2:17][CH2:16]2)=[C:8]([CH3:20])[CH:7]=1)[CH2:4][CH3:5])[CH3:2]. (2) Product: [CH2:18]([O:22][C:10]1[C:15]([Cl:16])=[C:14]([O:7][CH:5]([CH3:6])[CH:4]([CH3:8])[CH3:3])[N:13]=[CH:12][N:11]=1)[C:19]#[C:20][CH3:21]. The catalyst class is: 7. Reactant: [H-].[Na+].[CH3:3][CH:4]([CH3:8])[CH:5]([OH:7])[CH3:6].Cl[C:10]1[C:15]([Cl:16])=[C:14](Cl)[N:13]=[CH:12][N:11]=1.[CH2:18]([OH:22])[C:19]#[C:20][CH3:21].[Cl-].[NH4+]. (3) Reactant: [N:1]([C:4]1[CH:5]=[C:6]([CH:10]=[CH:11][CH:12]=1)[C:7]([OH:9])=[O:8])=[C:2]=[S:3].C(N(C(C)C)CC)(C)C.Cl.[NH:23]([CH2:25][C:26](OCC)=[O:27])[NH2:24]. Product: [NH2:24][N:23]1[CH2:25][C:26](=[O:27])[N:1]([C:4]2[CH:12]=[CH:11][CH:10]=[C:6]([C:7]([OH:9])=[O:8])[CH:5]=2)[C:2]1=[S:3]. The catalyst class is: 4. (4) Reactant: [F:1][C:2]1[CH:23]=[CH:22][CH:21]=[CH:20][C:3]=1[CH2:4][N:5]1[C:13]2[CH2:12][CH2:11][NH:10][CH2:9][C:8]=2[C:7]([C:14]2[N:19]=[CH:18][CH:17]=[CH:16][N:15]=2)=[N:6]1.N1C=CC=CC=1.[C:30](Cl)(=[O:37])[C:31]1[CH:36]=[CH:35][CH:34]=[CH:33][CH:32]=1. Product: [F:1][C:2]1[CH:23]=[CH:22][CH:21]=[CH:20][C:3]=1[CH2:4][N:5]1[C:13]2[CH2:12][CH2:11][N:10]([C:30]([C:31]3[CH:36]=[CH:35][CH:34]=[CH:33][CH:32]=3)=[O:37])[CH2:9][C:8]=2[C:7]([C:14]2[N:15]=[CH:16][CH:17]=[CH:18][N:19]=2)=[N:6]1. The catalyst class is: 2. (5) Reactant: F[C:2]1[C:3]([C:12]#[C:13][Si](C)(C)C)=[C:4]([C:10]#[N:11])[C:5](=[CH:8][CH:9]=1)[C:6]#[N:7].[NH2:18][C@@H:19]([C:21]1[CH:22]=[C:23]([CH:26]=[CH:27][CH:28]=1)[C:24]#[N:25])[CH3:20].C([O-])([O-])=O.[K+].[K+].C([O-])(O)=O.[Na+]. Product: [C:24]([C:23]1[CH:22]=[C:21]([C@H:19]([N:18]2[C:2]3[C:3](=[C:4]([C:10]#[N:11])[C:5]([C:6]#[N:7])=[CH:8][CH:9]=3)[CH:12]=[CH:13]2)[CH3:20])[CH:28]=[CH:27][CH:26]=1)#[N:25]. The catalyst class is: 37. (6) Reactant: [Br:1][C:2]1[CH:3]=[C:4]([C:9]2[NH:13][C:12](=[O:14])[O:11][N:10]=2)[CH:5]=[CH:6][C:7]=1[CH3:8].Br[C:16]1C=C(C=CC=1C)C(=N)NO.ClC(Cl)(OC(=O)OC(Cl)(Cl)Cl)Cl.C(N(C(C)C)CC)(C)C. Product: [Br:1][C:2]1[CH:3]=[C:4]([C:9]2[N:13]([CH3:16])[C:12](=[O:14])[O:11][N:10]=2)[CH:5]=[CH:6][C:7]=1[CH3:8]. The catalyst class is: 2.